From a dataset of Forward reaction prediction with 1.9M reactions from USPTO patents (1976-2016). Predict the product of the given reaction. (1) Given the reactants [CH3:1][C:2]1[CH:3]=[C:4]([CH2:11][C:12]#[N:13])[CH:5]=[CH:6][C:7]=1[N+:8]([O-])=O, predict the reaction product. The product is: [NH2:8][C:7]1[CH:6]=[CH:5][C:4]([CH2:11][C:12]#[N:13])=[CH:3][C:2]=1[CH3:1]. (2) Given the reactants [Cl:1][C:2]1[CH:7]=[CH:6][C:5]([N:8]2[CH2:13][CH2:12][CH:11]([C:14](O)=[O:15])[CH2:10][CH2:9]2)=[CH:4][C:3]=1[C:17]1[NH:21][C:20]2[CH:22]=[CH:23][C:24]([F:26])=[CH:25][C:19]=2[N:18]=1.CN(C(ON1N=NC2C=CC=NC1=2)=[N+](C)C)C.F[P-](F)(F)(F)(F)F.[CH3:51][N:52]([CH3:58])[CH2:53][CH2:54][CH2:55][NH:56][CH3:57], predict the reaction product. The product is: [CH3:51][N:52]([CH3:58])[CH2:53][CH2:54][CH2:55][N:56]([CH3:57])[C:14]([CH:11]1[CH2:10][CH2:9][N:8]([C:5]2[CH:6]=[CH:7][C:2]([Cl:1])=[C:3]([C:17]3[NH:21][C:20]4[CH:22]=[CH:23][C:24]([F:26])=[CH:25][C:19]=4[N:18]=3)[CH:4]=2)[CH2:13][CH2:12]1)=[O:15]. (3) Given the reactants C(S([NH:7][CH:8]([C:12]1[CH:20]=[CH:19][C:18]([Cl:21])=[CH:17][C:13]=1[C:14]([OH:16])=[O:15])[CH:9]([CH3:11])[CH3:10])=O)(C)(C)C.Cl.CO.CCN(CC)CC, predict the reaction product. The product is: [NH2:7][CH:8]([C:12]1[CH:20]=[CH:19][C:18]([Cl:21])=[CH:17][C:13]=1[C:14]([OH:16])=[O:15])[CH:9]([CH3:10])[CH3:11]. (4) Given the reactants [OH:1][C:2]1[CH:7]=[CH:6][NH:5][C:4](=[O:8])[CH:3]=1.CS(O[CH:14]1[CH2:19][CH2:18][N:17]([C:20]([O:22][C:23]([CH3:26])([CH3:25])[CH3:24])=[O:21])[CH2:16][CH2:15]1)(=O)=O.CS(C)=O.C(=O)([O-])[O-].[K+].[K+], predict the reaction product. The product is: [O:8]=[C:4]1[CH:3]=[C:2]([O:1][CH:14]2[CH2:19][CH2:18][N:17]([C:20]([O:22][C:23]([CH3:26])([CH3:25])[CH3:24])=[O:21])[CH2:16][CH2:15]2)[CH:7]=[CH:6][NH:5]1. (5) Given the reactants [OH-].[Na+].[Cl:3][C:4]1[CH:26]=[C:25]([C:27]([NH:29][CH2:30][C:31]2[CH:39]=[CH:38][CH:37]=[C:36]3[C:32]=2[CH:33]=[N:34][N:35]3[CH:40]2[CH2:45][CH2:44][CH2:43][CH2:42][O:41]2)=[O:28])[CH:24]=[CH:23][C:5]=1[C:6]([NH:8][C@H:9]([C:19]([O:21]C)=[O:20])[CH2:10][NH:11][C:12]([C:14]1[S:15][CH:16]=[CH:17][CH:18]=1)=[O:13])=[O:7], predict the reaction product. The product is: [Cl:3][C:4]1[CH:26]=[C:25]([C:27]([NH:29][CH2:30][C:31]2[CH:39]=[CH:38][CH:37]=[C:36]3[C:32]=2[CH:33]=[N:34][N:35]3[CH:40]2[CH2:45][CH2:44][CH2:43][CH2:42][O:41]2)=[O:28])[CH:24]=[CH:23][C:5]=1[C:6]([NH:8][C@H:9]([C:19]([OH:21])=[O:20])[CH2:10][NH:11][C:12]([C:14]1[S:15][CH:16]=[CH:17][CH:18]=1)=[O:13])=[O:7]. (6) The product is: [CH:1]1([N:6]2[CH:10]=[C:9]([N+:11]([O-:13])=[O:12])[CH:8]=[C:7]2[C:14]([OH:16])=[O:15])[CH2:2][CH2:3][CH2:4][CH2:5]1. Given the reactants [CH:1]1([N:6]2[CH:10]=[C:9]([N+:11]([O-:13])=[O:12])[CH:8]=[C:7]2[C:14]([O:16]CC)=[O:15])[CH2:5][CH2:4][CH2:3][CH2:2]1.[OH-].[Na+].Cl, predict the reaction product. (7) Given the reactants [O:1]1[C:5]2([CH2:10][CH2:9][CH2:8][CH2:7][CH:6]2[C:11]([O:13]CC)=[O:12])[O:4][CH2:3][CH2:2]1.[OH-].[K+], predict the reaction product. The product is: [O:1]1[C:5]2([CH2:10][CH2:9][CH2:8][CH2:7][CH:6]2[C:11]([OH:13])=[O:12])[O:4][CH2:3][CH2:2]1. (8) Given the reactants Cl[C:2]1[CH:3]=[C:4]([C:14]([NH:16][CH2:17][C:18]2[C:19](=[O:26])[NH:20][C:21]([CH3:25])=[CH:22][C:23]=2[CH3:24])=[O:15])[C:5]2[CH:10]=[N:9][N:8]([CH:11]([CH3:13])[CH3:12])[C:6]=2[N:7]=1.[C:27]([NH:30][C:31]1[CH:36]=[CH:35][C:34](B(O)O)=[CH:33][CH:32]=1)(=[O:29])[CH3:28].C(=O)(O)[O-].[Na+].O, predict the reaction product. The product is: [C:27]([NH:30][C:31]1[CH:36]=[CH:35][C:34]([C:2]2[CH:3]=[C:4]([C:14]([NH:16][CH2:17][C:18]3[C:19](=[O:26])[NH:20][C:21]([CH3:25])=[CH:22][C:23]=3[CH3:24])=[O:15])[C:5]3[CH:10]=[N:9][N:8]([CH:11]([CH3:13])[CH3:12])[C:6]=3[N:7]=2)=[CH:33][CH:32]=1)(=[O:29])[CH3:28]. (9) Given the reactants Cl[C:2]1[C:11]([CH3:12])=[N:10][C:9]2[C:4](=[CH:5][CH:6]=[CH:7][CH:8]=2)[N:3]=1.[CH3:13][C:14]1[CH:15]=[C:16](B(O)O)[CH:17]=[C:18]([CH3:20])[CH:19]=1.C(=O)([O-])[O-].[Na+].[Na+], predict the reaction product. The product is: [CH3:13][C:14]1[CH:15]=[C:16]([C:2]2[C:11]([CH3:12])=[N:10][C:9]3[C:4](=[CH:5][CH:6]=[CH:7][CH:8]=3)[N:3]=2)[CH:17]=[C:18]([CH3:20])[CH:19]=1.